From a dataset of Full USPTO retrosynthesis dataset with 1.9M reactions from patents (1976-2016). Predict the reactants needed to synthesize the given product. (1) The reactants are: [Cl:1][CH2:2][C:3]1[CH:10]=[C:9]([OH:11])[CH:8]=[C:7]([OH:12])[C:4]=1[CH:5]=[O:6].C(Cl)Cl.N1C=CN=C1.[C:21]([Si:25]([C:33]1[CH:38]=[CH:37][CH:36]=[CH:35][CH:34]=1)([C:27]1[CH:32]=[CH:31][CH:30]=[CH:29][CH:28]=1)Cl)([CH3:24])([CH3:23])[CH3:22]. Given the product [O:11]([C:9]1[CH:8]=[C:7]([OH:12])[C:4]([CH:5]=[O:6])=[C:3]([CH2:2][Cl:1])[CH:10]=1)[Si:25]([C:21]([CH3:24])([CH3:23])[CH3:22])([C:33]1[CH:34]=[CH:35][CH:36]=[CH:37][CH:38]=1)[C:27]1[CH:32]=[CH:31][CH:30]=[CH:29][CH:28]=1, predict the reactants needed to synthesize it. (2) The reactants are: [NH2:1][C:2]1[CH:3]=[CH:4][C:5]([NH:11][CH2:12][CH2:13][C:14]2[CH:19]=[CH:18][CH:17]=[CH:16][N:15]=2)=[C:6]([C:8](=[O:10])[CH3:9])[CH:7]=1.[F:20][C:21]([F:38])([F:37])[C:22]1[CH:27]=[CH:26][C:25]([C:28]2[C:29]([C:34](O)=[O:35])=[CH:30][CH:31]=[CH:32][CH:33]=2)=[CH:24][CH:23]=1.C1C=CC2N(O)N=NC=2C=1.CCN=C=NCCCN(C)C.Cl. Given the product [C:8]([C:6]1[CH:7]=[C:2]([NH:1][C:34]([C:29]2[C:28]([C:25]3[CH:26]=[CH:27][C:22]([C:21]([F:20])([F:37])[F:38])=[CH:23][CH:24]=3)=[CH:33][CH:32]=[CH:31][CH:30]=2)=[O:35])[CH:3]=[CH:4][C:5]=1[NH:11][CH2:12][CH2:13][C:14]1[CH:19]=[CH:18][CH:17]=[CH:16][N:15]=1)(=[O:10])[CH3:9], predict the reactants needed to synthesize it.